This data is from Reaction yield outcomes from USPTO patents with 853,638 reactions. The task is: Predict the reaction yield, written as a fraction of the theoretical maximum amount of product (1.0 means a 100% yield; for example, 0.34 means a 34% yield). (1) The reactants are [CH3:1][N:2]1[CH2:7][CH2:6][N:5]([C:8]2[CH:13]=[CH:12][C:11]([N+:14]([O-])=O)=[C:10]([N:17]3[CH2:22][CH2:21][CH2:20][CH2:19][CH2:18]3)[CH:9]=2)[CH2:4][CH2:3]1. The catalyst is CO.[Pd]. The product is [CH3:1][N:2]1[CH2:3][CH2:4][N:5]([C:8]2[CH:13]=[CH:12][C:11]([NH2:14])=[C:10]([N:17]3[CH2:22][CH2:21][CH2:20][CH2:19][CH2:18]3)[CH:9]=2)[CH2:6][CH2:7]1. The yield is 0.860. (2) The reactants are Cl.[NH2:2][CH2:3][C:4]([O:6][C@H:7]([C:18]1[CH:23]=[CH:22][C:21]([O:24][CH:25]([F:27])[F:26])=[C:20]([O:28][CH2:29][CH:30]2[CH2:32][CH2:31]2)[CH:19]=1)[CH2:8][C:9]1[C:14]([Cl:15])=[CH:13][N+:12]([O-:16])=[CH:11][C:10]=1[Cl:17])=[O:5].C(OC(NCC(O[C@H](C1C=CC(OC(F)F)=C(OCC2CC2)C=1)CC1C(Cl)=C[N+]([O-])=CC=1Cl)=O)=O)(C)(C)C.[N:71]([C:74]1[CH:79]=[CH:78][C:77]([O:80][CH3:81])=[C:76]([O:82][CH3:83])[CH:75]=1)=[C:72]=[O:73]. The catalyst is CN(C=O)C.O. The product is [Cl:17][C:10]1[CH:11]=[N+:12]([O-:16])[CH:13]=[C:14]([Cl:15])[C:9]=1[CH2:8][C@@H:7]([C:18]1[CH:23]=[CH:22][C:21]([O:24][CH:25]([F:27])[F:26])=[C:20]([O:28][CH2:29][CH:30]2[CH2:32][CH2:31]2)[CH:19]=1)[O:6][C:4](=[O:5])[CH2:3][NH:2][C:72]([NH:71][C:74]1[CH:79]=[CH:78][C:77]([O:80][CH3:81])=[C:76]([O:82][CH3:83])[CH:75]=1)=[O:73]. The yield is 0.364. (3) The reactants are [Si]([O:8][CH2:9][CH2:10][N:11]([CH3:23])[C:12]1[CH:22]=[CH:21][C:15]([C:16]([O:18][CH2:19][CH3:20])=[O:17])=[CH:14][CH:13]=1)(C(C)(C)C)(C)C.[F-].C([N+](CCCC)(CCCC)CCCC)CCC. The catalyst is O1CCCC1. The product is [OH:8][CH2:9][CH2:10][N:11]([CH3:23])[C:12]1[CH:22]=[CH:21][C:15]([C:16]([O:18][CH2:19][CH3:20])=[O:17])=[CH:14][CH:13]=1. The yield is 0.720. (4) The reactants are CO.[CH3:3][C:4]1([CH3:18])[O:9][C:8](=[O:10])[NH:7][C:6]2[N:11]=[CH:12][C:13]([N+:15]([O-])=O)=[CH:14][C:5]1=2. The catalyst is [C].[Pd].C(OCC)(=O)C. The product is [NH2:15][C:13]1[CH:12]=[N:11][C:6]2[NH:7][C:8](=[O:10])[O:9][C:4]([CH3:18])([CH3:3])[C:5]=2[CH:14]=1. The yield is 0.840. (5) The reactants are [CH:1]1([O:6][C:7](=[O:26])[C@@H:8]([NH:15][CH2:16][C:17]2[CH:22]=[CH:21][CH:20]=[CH:19][C:18]=2[N+:23]([O-:25])=[O:24])[C:9]2[CH:14]=[CH:13][CH:12]=[CH:11][CH:10]=2)[CH2:5][CH2:4][CH2:3][CH2:2]1.C([O-])([O-])=O.[K+].[K+].[C:33](O[C:33]([O:35][C:36]([CH3:39])([CH3:38])[CH3:37])=[O:34])([O:35][C:36]([CH3:39])([CH3:38])[CH3:37])=[O:34].O. The catalyst is C1COCC1. The product is [CH:1]1([O:6][C:7](=[O:26])[C@@H:8]([N:15]([C:33]([O:35][C:36]([CH3:39])([CH3:38])[CH3:37])=[O:34])[CH2:16][C:17]2[CH:22]=[CH:21][CH:20]=[CH:19][C:18]=2[N+:23]([O-:25])=[O:24])[C:9]2[CH:14]=[CH:13][CH:12]=[CH:11][CH:10]=2)[CH2:2][CH2:3][CH2:4][CH2:5]1. The yield is 0.480. (6) The reactants are [Cl:1][C:2]1[CH:3]=[CH:4][C:5]([S:9][CH3:10])=[C:6]([CH:8]=1)[NH2:7].[Cl:11][C:12]1[CH:17]=[CH:16][C:15]([S:18](Cl)(=[O:20])=[O:19])=[C:14]([F:22])[CH:13]=1. No catalyst specified. The product is [Cl:11][C:12]1[CH:17]=[CH:16][C:15]([S:18]([NH:7][C:6]2[CH:8]=[C:2]([Cl:1])[CH:3]=[CH:4][C:5]=2[S:9][CH3:10])(=[O:19])=[O:20])=[C:14]([F:22])[CH:13]=1. The yield is 0.660.